Task: Predict which catalyst facilitates the given reaction.. Dataset: Catalyst prediction with 721,799 reactions and 888 catalyst types from USPTO (1) Reactant: [C:1]([C:3]1[CH:4]=[C:5]([CH2:9][C:10]2[N:11]=[C:12]3[S:19][C:18]([CH3:20])=[C:17]([C:21]([NH:23]C)=O)[N:13]3[C:14](=[O:16])[CH:15]=2)[CH:6]=[CH:7][CH:8]=1)#[N:2].[Cu](C#N)C#N. Product: [C:1]([C:3]1[CH:4]=[C:5]([CH2:9][C:10]2[N:11]=[C:12]3[S:19][C:18]([CH3:20])=[C:17]([C:21]#[N:23])[N:13]3[C:14](=[O:16])[CH:15]=2)[CH:6]=[CH:7][CH:8]=1)#[N:2]. The catalyst class is: 9. (2) Reactant: [CH:1]1([C:4]2[CH:9]=[C:8]([F:10])[C:7]([N+:11]([O-:13])=[O:12])=[CH:6][C:5]=2[NH:14][C:15](=O)[CH:16]([CH3:18])[CH3:17])[CH2:3][CH2:2]1.FC(F)(F)S(OS(C(F)(F)F)(=O)=O)(=O)=O.C[Si]([N:39]=[N+:40]=[N-:41])(C)C. Product: [CH:1]1([C:4]2[CH:9]=[C:8]([F:10])[C:7]([N+:11]([O-:13])=[O:12])=[CH:6][C:5]=2[N:14]2[C:15]([CH:16]([CH3:18])[CH3:17])=[N:41][N:40]=[N:39]2)[CH2:3][CH2:2]1. The catalyst class is: 10. (3) Reactant: [Cl:1][C:2]1[CH:7]=[CH:6][N:5]=[C:4]([N:8]([C:18]([O:20]C2C=CC=CC=2)=O)C(=O)OC2C=CC=CC=2)[CH:3]=1.[CH2:27]([N:29]([CH2:34][CH3:35])[CH2:30][CH2:31][CH2:32][NH2:33])[CH3:28]. Product: [Cl:1][C:2]1[CH:7]=[CH:6][N:5]=[C:4]([NH:8][C:18]([NH:33][CH2:32][CH2:31][CH2:30][N:29]([CH2:34][CH3:35])[CH2:27][CH3:28])=[O:20])[CH:3]=1. The catalyst class is: 9. (4) Reactant: [Si:1](Cl)([C:4]([CH3:7])([CH3:6])[CH3:5])([CH3:3])[CH3:2].[Cl:9][C:10]1[CH:15]=[CH:14][C:13]([CH:16]([CH2:19][OH:20])[C:17]#[N:18])=[CH:12][CH:11]=1.N1C=CN=C1. Product: [Si:1]([O:20][CH2:19][CH:16]([C:13]1[CH:12]=[CH:11][C:10]([Cl:9])=[CH:15][CH:14]=1)[C:17]#[N:18])([C:4]([CH3:7])([CH3:6])[CH3:5])([CH3:3])[CH3:2]. The catalyst class is: 3.